From a dataset of Reaction yield outcomes from USPTO patents with 853,638 reactions. Predict the reaction yield, written as a fraction of the theoretical maximum amount of product (1.0 means a 100% yield; for example, 0.34 means a 34% yield). (1) The reactants are [C:1]([C:5]1[N:9]([CH2:10][CH:11]2[CH2:16][CH2:15][O:14][CH2:13][CH2:12]2)[C:8]2[CH:17]=[CH:18][C:19]([S:21]([CH2:24][CH3:25])(=[O:23])=[O:22])=[CH:20][C:7]=2[N:6]=1)([CH3:4])([CH3:3])[CH3:2].[ClH:26]. The catalyst is C(OCC)(=O)C. The product is [ClH:26].[C:1]([C:5]1[N:9]([CH2:10][CH:11]2[CH2:12][CH2:13][O:14][CH2:15][CH2:16]2)[C:8]2[CH:17]=[CH:18][C:19]([S:21]([CH2:24][CH3:25])(=[O:23])=[O:22])=[CH:20][C:7]=2[N:6]=1)([CH3:4])([CH3:2])[CH3:3]. The yield is 0.740. (2) The reactants are [NH2:1][C:2]1[CH:7]=[CH:6][C:5]([N:8]2[C:14](=[O:15])[CH2:13][C:12](=[O:16])[NH:11][C:10]3[C:17]4[C:22]([CH:23]=[CH:24][C:9]2=3)=[CH:21][CH:20]=[CH:19][CH:18]=4)=[CH:4][CH:3]=1.[CH:25]([C:28]1[CH:33]=[CH:32][C:31]([S:34](Cl)(=[O:36])=[O:35])=[CH:30][CH:29]=1)([CH3:27])[CH3:26]. The catalyst is N1C=CC=CC=1. The product is [O:16]=[C:12]1[NH:11][C:10]2[C:17]3[C:22]([CH:23]=[CH:24][C:9]=2[N:8]([C:5]2[CH:6]=[CH:7][C:2]([NH:1][S:34]([C:31]4[CH:32]=[CH:33][C:28]([CH:25]([CH3:27])[CH3:26])=[CH:29][CH:30]=4)(=[O:36])=[O:35])=[CH:3][CH:4]=2)[C:14](=[O:15])[CH2:13]1)=[CH:21][CH:20]=[CH:19][CH:18]=3. The yield is 0.580. (3) The reactants are [CH3:1][O:2][C:3]([C@H:5]([NH:16][C:17](=[O:26])[O:18][CH2:19][C:20]1[CH:25]=[CH:24][CH:23]=[CH:22][CH:21]=1)[CH2:6][C:7]1[CH:12]=[C:11]([CH3:13])[C:10]([NH2:14])=[C:9]([NH2:15])[CH:8]=1)=[O:4].[N:27]([O-])=O.[Na+].[OH-].[NH4+]. The catalyst is C(O)(=O)C.O. The product is [CH3:1][O:2][C:3]([C@H:5]([NH:16][C:17](=[O:26])[O:18][CH2:19][C:20]1[CH:25]=[CH:24][CH:23]=[CH:22][CH:21]=1)[CH2:6][C:7]1[CH:12]=[C:11]([CH3:13])[C:10]2[NH:14][N:27]=[N:15][C:9]=2[CH:8]=1)=[O:4]. The yield is 0.720. (4) The reactants are [NH2:1][C:2]1[N:23]=[C:22](Cl)[CH:21]=[CH:20][C:3]=1[C:4]([NH:6][CH2:7][C:8]1[S:9][C:10]([O:13][C:14]2[CH:19]=[CH:18][CH:17]=[CH:16][CH:15]=2)=[CH:11][CH:12]=1)=[O:5].C1C=CC(CC(NCN[C@H](C(O)=O)CC2C=CC([N+]([O-])=O)=CC=2)=O)=CC=1.[CH2:51]([NH2:58])[C:52]1[CH:57]=[CH:56][CH:55]=[CH:54][CH:53]=1.C(N(CC)C(C)C)(C)C.FC(F)(F)C(O)=O. The catalyst is CS(C)=O.O. The product is [NH2:1][C:2]1[N:23]=[C:22]([NH:58][CH2:51][C:52]2[CH:57]=[CH:56][CH:55]=[CH:54][CH:53]=2)[CH:21]=[CH:20][C:3]=1[C:4]([NH:6][CH2:7][C:8]1[S:9][C:10]([O:13][C:14]2[CH:19]=[CH:18][CH:17]=[CH:16][CH:15]=2)=[CH:11][CH:12]=1)=[O:5]. The yield is 0.140. (5) The reactants are [Cl:1][C:2]1[C:11]2[CH2:10][N:9]([C@H:12]([CH:16]([CH3:18])[CH3:17])[C:13](O)=[O:14])[C:8](=[O:19])[C:7]3=[CH:20][NH:21][C:5]([C:6]=23)=[N:4][CH:3]=1.CN(C(ON1N=[N:37][C:32]2[CH:33]=[CH:34][CH:35]=[N:36][C:31]1=2)=[N+](C)C)C.F[P-](F)(F)(F)(F)F.Cl.N1CCC[C@@H]1C#N.CN1CCOCC1. The catalyst is C1COCC1. The product is [Cl:1][C:2]1[C:11]2[CH2:10][N:9]([C@H:12]([CH:16]([CH3:18])[CH3:17])[C:13]([N:36]3[CH2:35][CH2:34][CH2:33][C@@H:31]3[C:32]#[N:37])=[O:14])[C:8](=[O:19])[C:7]3=[CH:20][NH:21][C:5]([C:6]=23)=[N:4][CH:3]=1. The yield is 0.180.